Predict the reaction yield, written as a fraction of the theoretical maximum amount of product (1.0 means a 100% yield; for example, 0.34 means a 34% yield). From a dataset of Reaction yield outcomes from USPTO patents with 853,638 reactions. (1) The reactants are [Cl:1][C:2]1[CH:7]=[CH:6][C:5]([NH:8][C:9]([CH:11]2[CH2:16][N:15]([C:17](=[O:29])[C:18]3[CH:23]=[CH:22][CH:21]=[C:20]([C:24]4[O:25][CH:26]=[CH:27][CH:28]=4)[CH:19]=3)[CH2:14][CH2:13][NH:12]2)=[O:10])=[CH:4][CH:3]=1.C(O[BH-](OC(=O)C)OC(=O)C)(=O)C.[Na+].[CH:44](=O)[C:45]1[CH:50]=[CH:49][CH:48]=[CH:47][CH:46]=1. The catalyst is ClCCl.C(O)(=O)C. The product is [CH2:44]([N:12]1[CH2:13][CH2:14][N:15]([C:17](=[O:29])[C:18]2[CH:23]=[CH:22][CH:21]=[C:20]([C:24]3[O:25][CH:26]=[CH:27][CH:28]=3)[CH:19]=2)[CH2:16][CH:11]1[C:9]([NH:8][C:5]1[CH:6]=[CH:7][C:2]([Cl:1])=[CH:3][CH:4]=1)=[O:10])[C:45]1[CH:50]=[CH:49][CH:48]=[CH:47][CH:46]=1. The yield is 0.650. (2) The reactants are Cl[C:2]1[CH:3]=[C:4]([N:21](CC2C=CC(OC)=CC=2)[C:22]2[CH:27]=[CH:26][CH:25]=[CH:24][CH:23]=2)[C:5]2[N:6]([C:8]([C:11]([NH:13][C:14]3[CH:19]=[CH:18][N:17]=[C:16]([CH3:20])[CH:15]=3)=[O:12])=[CH:9][N:10]=2)[N:7]=1.[C@H:37]1([NH2:44])[CH2:42][CH2:41][C@H:40]([NH2:43])[CH2:39][CH2:38]1. The catalyst is C(O)(C(F)(F)F)=O. The product is [NH2:43][C@H:40]1[CH2:41][CH2:42][C@H:37]([NH:44][C:2]2[CH:3]=[C:4]([NH:21][C:22]3[CH:23]=[CH:24][CH:25]=[CH:26][CH:27]=3)[C:5]3[N:6]([C:8]([C:11]([NH:13][C:14]4[CH:19]=[CH:18][N:17]=[C:16]([CH3:20])[CH:15]=4)=[O:12])=[CH:9][N:10]=3)[N:7]=2)[CH2:38][CH2:39]1. The yield is 0.485. (3) The reactants are C([NH:5][S:6]([C:9]1[CH:14]=[CH:13][CH:12]=[C:11]([C:15]2[CH:20]=[C:19]([C:21]3[N:26]=[C:25]([C:27]([F:30])([F:29])[F:28])[CH:24]=[C:23]([C:31]4[CH:36]=[CH:35][C:34]([C:37]([F:40])([F:39])[F:38])=[CH:33][C:32]=4[F:41])[N:22]=3)[CH:18]=[CH:17][N:16]=2)[CH:10]=1)(=[O:8])=[O:7])(C)(C)C.C(O)(C(F)(F)F)=O. The catalyst is ClCCl. The product is [F:41][C:32]1[CH:33]=[C:34]([C:37]([F:40])([F:39])[F:38])[CH:35]=[CH:36][C:31]=1[C:23]1[CH:24]=[C:25]([C:27]([F:30])([F:28])[F:29])[N:26]=[C:21]([C:19]2[CH:18]=[CH:17][N:16]=[C:15]([C:11]3[CH:10]=[C:9]([S:6]([NH2:5])(=[O:7])=[O:8])[CH:14]=[CH:13][CH:12]=3)[CH:20]=2)[N:22]=1. The yield is 0.490. (4) The reactants are [C:1]([O:5][C:6](=[O:37])[NH:7][C:8]1[N:13]=[CH:12][C:11]([C:14]2[N:15]=[C:16]([N:31]3[CH2:36][CH2:35][O:34][CH2:33][CH2:32]3)[C:17]3[N:23]=[CH:22][C:21]([C:24]4[CH:29]=[CH:28][CH:27]=[C:26]([NH2:30])[CH:25]=4)=[CH:20][C:18]=3[N:19]=2)=[CH:10][N:9]=1)([CH3:4])([CH3:3])[CH3:2].N1C=CC=CC=1.[F:44][C:45]1[CH:50]=[CH:49][C:48]([S:51](Cl)(=[O:53])=[O:52])=[CH:47][CH:46]=1. The catalyst is CO.C(Cl)(Cl)Cl. The product is [C:1]([O:5][C:6](=[O:37])[NH:7][C:8]1[N:9]=[CH:10][C:11]([C:14]2[N:15]=[C:16]([N:31]3[CH2:32][CH2:33][O:34][CH2:35][CH2:36]3)[C:17]3[N:23]=[CH:22][C:21]([C:24]4[CH:29]=[CH:28][CH:27]=[C:26]([NH:30][S:51]([C:48]5[CH:49]=[CH:50][C:45]([F:44])=[CH:46][CH:47]=5)(=[O:53])=[O:52])[CH:25]=4)=[CH:20][C:18]=3[N:19]=2)=[CH:12][N:13]=1)([CH3:4])([CH3:2])[CH3:3]. The yield is 0.450. (5) The reactants are CN(C(ON1N=NC2C=CC=NC1=2)=[N+](C)C)C.F[P-](F)(F)(F)(F)F.[F:25][C:26]1[CH:27]=[C:28]([NH:37][C:38]([C@@H:40]2[NH:49][CH2:48][CH2:47][C:46]3[N:45]=[C:44]([O:50][CH3:51])[CH:43]=[CH:42][C:41]2=3)=[O:39])[CH:29]=[C:30]([F:36])[C:31]=1[Si:32]([CH3:35])([CH3:34])[CH3:33].[C:52]([O:56][C:57](=[O:66])[CH2:58][C@@H:59]1[CH2:62][C@H:61]([C:63](O)=[O:64])[CH2:60]1)([CH3:55])([CH3:54])[CH3:53].CCN(C(C)C)C(C)C. The catalyst is CN(C=O)C.O. The product is [F:36][C:30]1[CH:29]=[C:28]([NH:37][C:38]([C@@H:40]2[N:49]([C:63]([C@@H:61]3[CH2:60][C@H:59]([CH2:58][C:57]([O:56][C:52]([CH3:55])([CH3:54])[CH3:53])=[O:66])[CH2:62]3)=[O:64])[CH2:48][CH2:47][C:46]3[N:45]=[C:44]([O:50][CH3:51])[CH:43]=[CH:42][C:41]2=3)=[O:39])[CH:27]=[C:26]([F:25])[C:31]=1[Si:32]([CH3:35])([CH3:34])[CH3:33]. The yield is 0.666.